Dataset: Reaction yield outcomes from USPTO patents with 853,638 reactions. Task: Predict the reaction yield, written as a fraction of the theoretical maximum amount of product (1.0 means a 100% yield; for example, 0.34 means a 34% yield). (1) The reactants are [CH2:1]([N:3]1[C:12]2[C:7](=[N:8][CH:9]=[C:10]([CH2:13][C:14]3[CH:19]=[CH:18][C:17]([F:20])=[CH:16][CH:15]=3)[CH:11]=2)[C:6]([OH:21])=[C:5]([C:22](OCC)=[O:23])[C:4]1=[O:27])[CH3:2].[NH2:28][CH2:29][CH2:30][NH:31][C:32](=[O:34])[CH3:33]. The product is [C:32]([NH:31][CH2:30][CH2:29][NH:28][C:22]([C:5]1[C:4](=[O:27])[N:3]([CH2:1][CH3:2])[C:12]2[C:7]([C:6]=1[OH:21])=[N:8][CH:9]=[C:10]([CH2:13][C:14]1[CH:15]=[CH:16][C:17]([F:20])=[CH:18][CH:19]=1)[CH:11]=2)=[O:23])(=[O:34])[CH3:33]. The yield is 0.600. No catalyst specified. (2) The catalyst is CO.[Cl-].[NH4+].[Cu].[Zn]. The reactants are Cl[C:2]1(Cl)[CH:5]([O:6][Si:7]([C:10]([CH3:13])([CH3:12])[CH3:11])([CH3:9])[CH3:8])[CH2:4][C:3]1=[O:14]. The yield is 0.380. The product is [Si:7]([O:6][CH:5]1[CH2:2][C:3](=[O:14])[CH2:4]1)([C:10]([CH3:13])([CH3:12])[CH3:11])([CH3:9])[CH3:8]. (3) The reactants are [N:1]([C@H:4]([C:15]1[N:16]=[C:17]([C:20]2[CH:25]=[CH:24][CH:23]=[CH:22][CH:21]=2)[S:18][CH:19]=1)[CH2:5][C:6]1[CH:11]=[CH:10][C:9]([N+:12]([O-:14])=[O:13])=[CH:8][CH:7]=1)=[C:2]=[S:3].[C:26]([NH:29][NH2:30])(=O)[CH3:27]. The catalyst is CCO. The product is [CH3:27][C:26]1[S:3][C:2]([NH:1][C@H:4]([C:15]2[N:16]=[C:17]([C:20]3[CH:21]=[CH:22][CH:23]=[CH:24][CH:25]=3)[S:18][CH:19]=2)[CH2:5][C:6]2[CH:11]=[CH:10][C:9]([N+:12]([O-:14])=[O:13])=[CH:8][CH:7]=2)=[N:30][N:29]=1. The yield is 0.930. (4) The reactants are C[O:2][C:3]([C:5]1[CH:6]=[C:7]2[CH:13]=[C:12]([CH:14]([C:21]3[CH:22]=[N:23][C:24]([S:27]([CH3:30])(=[O:29])=[O:28])=[CH:25][CH:26]=3)[CH2:15][CH:16]3[CH2:20][CH2:19][CH2:18][CH2:17]3)[NH:11][C:8]2=[N:9][CH:10]=1)=[O:4].[OH-].[Na+].Cl. The catalyst is C(O)C.O1CCCC1.ClCCl. The product is [CH:16]1([CH2:15][CH:14]([C:12]2[NH:11][C:8]3=[N:9][CH:10]=[C:5]([C:3]([OH:4])=[O:2])[CH:6]=[C:7]3[CH:13]=2)[C:21]2[CH:22]=[N:23][C:24]([S:27]([CH3:30])(=[O:29])=[O:28])=[CH:25][CH:26]=2)[CH2:20][CH2:19][CH2:18][CH2:17]1. The yield is 0.940. (5) The reactants are [NH2:1][C:2]1[CH:3]=[N:4][CH:5]=[C:6]([Br:8])[CH:7]=1.N1C=CC=C[CH:10]=1.[C:15](Cl)(=[O:19])[CH:16]([CH3:18])[CH3:17]. The catalyst is C(Cl)Cl. The product is [Br:8][C:6]1[CH:7]=[C:2]([NH:1][C:15](=[O:19])[C:16]([CH3:10])([CH3:18])[CH3:17])[CH:3]=[N:4][CH:5]=1. The yield is 0.710. (6) The reactants are C[O:2][C:3]([C:5]1[CH:10]=[C:9]([NH2:11])[C:8]([Cl:12])=[C:7]([O:13][CH2:14][CH3:15])[N:6]=1)=[O:4].[Li+].[OH-].Cl. The catalyst is C(O)C.O. The product is [NH2:11][C:9]1[C:8]([Cl:12])=[C:7]([O:13][CH2:14][CH3:15])[N:6]=[C:5]([C:3]([OH:4])=[O:2])[CH:10]=1. The yield is 0.700. (7) The reactants are [OH:1][C:2]1[C:3]2[CH:11]=[N:10][CH:9]=[C:8]([C:12]([O:14]C)=O)[C:4]=2[N:5]=[CH:6][N:7]=1.[NH4+:16].[OH-]. The catalyst is CO. The product is [OH:1][C:2]1[C:3]2[CH:11]=[N:10][CH:9]=[C:8]([C:12]([NH2:16])=[O:14])[C:4]=2[N:5]=[CH:6][N:7]=1. The yield is 0.411.